Dataset: NCI-60 drug combinations with 297,098 pairs across 59 cell lines. Task: Regression. Given two drug SMILES strings and cell line genomic features, predict the synergy score measuring deviation from expected non-interaction effect. (1) Drug 1: CC1=C(C=C(C=C1)C(=O)NC2=CC(=CC(=C2)C(F)(F)F)N3C=C(N=C3)C)NC4=NC=CC(=N4)C5=CN=CC=C5. Drug 2: C1=CC=C(C(=C1)C(C2=CC=C(C=C2)Cl)C(Cl)Cl)Cl. Cell line: NCI/ADR-RES. Synergy scores: CSS=2.64, Synergy_ZIP=4.72, Synergy_Bliss=1.91, Synergy_Loewe=0.0733, Synergy_HSA=-0.756. (2) Drug 1: CN(C)N=NC1=C(NC=N1)C(=O)N. Drug 2: C1=NC2=C(N1)C(=S)N=C(N2)N. Cell line: IGROV1. Synergy scores: CSS=35.0, Synergy_ZIP=-12.5, Synergy_Bliss=-7.06, Synergy_Loewe=-7.43, Synergy_HSA=-4.33. (3) Drug 1: CN1CCC(CC1)COC2=C(C=C3C(=C2)N=CN=C3NC4=C(C=C(C=C4)Br)F)OC. Drug 2: CC1CCC2CC(C(=CC=CC=CC(CC(C(=O)C(C(C(=CC(C(=O)CC(OC(=O)C3CCCCN3C(=O)C(=O)C1(O2)O)C(C)CC4CCC(C(C4)OC)O)C)C)O)OC)C)C)C)OC. Cell line: PC-3. Synergy scores: CSS=34.0, Synergy_ZIP=-6.01, Synergy_Bliss=-3.12, Synergy_Loewe=-20.5, Synergy_HSA=0.413.